Dataset: Retrosynthesis with 50K atom-mapped reactions and 10 reaction types from USPTO. Task: Predict the reactants needed to synthesize the given product. (1) The reactants are: CC(=O)c1ccc(Sc2ccc(O)cc2)cc1.OO. Given the product CC(=O)c1ccc(S(=O)c2ccc(O)cc2)cc1, predict the reactants needed to synthesize it. (2) Given the product Cc1cccc(COc2cc(F)ccc2-c2ncnc(Nc3cccc(CS(C)(=O)=O)c3)n2)c1, predict the reactants needed to synthesize it. The reactants are: CS(=O)(=O)Cc1cccc(Nc2ncnc(-c3ccc(F)cc3F)n2)c1.Cc1cccc(CO)c1. (3) Given the product CCOC(=O)C(C)Cc1ccc(-n2nc(C(C)(C)C)cc2N)cc1, predict the reactants needed to synthesize it. The reactants are: CCOC(=O)C(C)=Cc1ccc(-n2nc(C(C)(C)C)cc2N)cc1. (4) Given the product N#CC1CCN(c2cccc(Cn3cc(-c4nc(-c5ccc(C6(C(F)(F)F)CC6)cc5)no4)ccc3=O)c2)CC1, predict the reactants needed to synthesize it. The reactants are: N#CC1CCNCC1.O=c1ccc(-c2nc(-c3ccc(C4(C(F)(F)F)CC4)cc3)no2)cn1Cc1cccc(Br)c1. (5) Given the product O=C1CC2(CCCCC2)CC(=O)O1, predict the reactants needed to synthesize it. The reactants are: O=C(O)CC1(CC(=O)O)CCCCC1. (6) Given the product CCOC(=O)C(CCCCCC=CC[C@H]1c2ccc(OC)cc2SC[C@@]1(C)c1ccc(OC)cc1)CCCC(F)(F)C(F)(F)F, predict the reactants needed to synthesize it. The reactants are: C=CCCCCCC(CCCC(F)(F)C(F)(F)F)C(=O)OCC.C=CC[C@H]1c2ccc(OC)cc2SC[C@@]1(C)c1ccc(OC)cc1. (7) Given the product CCCNCCCCOc1ccc2ccccc2c1, predict the reactants needed to synthesize it. The reactants are: CCCN.ClCCCCOc1ccc2ccccc2c1.